This data is from Full USPTO retrosynthesis dataset with 1.9M reactions from patents (1976-2016). The task is: Predict the reactants needed to synthesize the given product. (1) Given the product [CH3:1][O:2][C:3]1[CH:8]=[CH:7][C:6]([C:14]2[CH:19]=[CH:18][CH:17]=[CH:16][N:15]=2)=[CH:5][C:4]=1[CH3:12], predict the reactants needed to synthesize it. The reactants are: [CH3:1][O:2][C:3]1[CH:8]=[CH:7][C:6](B(O)O)=[CH:5][C:4]=1[CH3:12].Br[C:14]1[CH:19]=[CH:18][CH:17]=[CH:16][N:15]=1.C(=O)([O-])[O-].[K+].[K+].O1CCOCC1. (2) Given the product [F:1][C:2]([F:7])([F:6])[C:3]([OH:5])=[O:4].[OH:15][C:16]1[CH:25]=[C:24]([F:26])[CH:23]=[C:22]2[C:17]=1[C:18](=[O:27])[NH:19][CH:20]=[N:21]2, predict the reactants needed to synthesize it. The reactants are: [F:1][C:2]([F:7])([F:6])[C:3]([OH:5])=[O:4].C([O:15][C:16]1[CH:25]=[C:24]([F:26])[CH:23]=[C:22]2[C:17]=1[C:18](=[O:27])[NH:19][CH:20]=[N:21]2)C1C=CC=CC=1. (3) Given the product [NH2:8][C:9]1[S:10][C:11]([C:14]2[CH:15]=[C:16]([C:28]3[CH:33]=[CH:32][CH:31]=[CH:30][CH:29]=3)[C:17]3[N:18]([CH:20]=[C:21]([C:23]([O:25][CH2:26][CH3:27])=[O:24])[N:22]=3)[CH:19]=2)=[CH:12][N:13]=1, predict the reactants needed to synthesize it. The reactants are: C(OC([N:8](C(OC(C)(C)C)=O)[C:9]1[S:10][C:11]([C:14]2[CH:15]=[C:16]([C:28]3[CH:33]=[CH:32][CH:31]=[CH:30][CH:29]=3)[C:17]3[N:18]([CH:20]=[C:21]([C:23]([O:25][CH2:26][CH3:27])=[O:24])[N:22]=3)[CH:19]=2)=[CH:12][N:13]=1)=O)(C)(C)C. (4) Given the product [ClH:21].[NH:1]1[C:9]2[C:4](=[CH:5][C:6]([CH:10]([C:15]3[CH:16]=[CH:17][CH:18]=[CH:19][CH:20]=3)[CH2:11][CH2:12][NH:13][CH3:14])=[CH:7][CH:8]=2)[CH:3]=[CH:2]1, predict the reactants needed to synthesize it. The reactants are: [NH:1]1[C:9]2[C:4](=[CH:5][C:6]([CH:10]([C:15]3[CH:20]=[CH:19][CH:18]=[CH:17][CH:16]=3)[CH2:11][CH2:12][NH:13][CH3:14])=[CH:7][CH:8]=2)[CH:3]=[CH:2]1.[ClH:21].